Task: Regression. Given a peptide amino acid sequence and an MHC pseudo amino acid sequence, predict their binding affinity value. This is MHC class I binding data.. Dataset: Peptide-MHC class I binding affinity with 185,985 pairs from IEDB/IMGT The peptide sequence is FQPQNGWFI. The MHC is H-2-Db with pseudo-sequence H-2-Db. The binding affinity (normalized) is 0.196.